This data is from Full USPTO retrosynthesis dataset with 1.9M reactions from patents (1976-2016). The task is: Predict the reactants needed to synthesize the given product. (1) The reactants are: C(N(CC)CC)C.[CH2:8]([O:10][CH2:11][C:12]1[N:13]([CH2:26][C:27]#[CH:28])[C:14]2[C:19]([CH3:20])=[C:18]([CH3:21])[N:17]3[N:22]=[N:23][N:24]=[C:16]3[C:15]=2[N:25]=1)[CH3:9].[OH:29][N:30]=[C:31](Cl)[C:32]1[CH:33]=[N:34][CH:35]=[CH:36][CH:37]=1.ClN1C(=O)CCC1=O. Given the product [CH2:8]([O:10][CH2:11][C:12]1[N:13]([CH2:26][C:27]2[O:29][N:30]=[C:31]([C:32]3[CH:33]=[N:34][CH:35]=[CH:36][CH:37]=3)[CH:28]=2)[C:14]2[C:19]([CH3:20])=[C:18]([CH3:21])[N:17]3[N:22]=[N:23][N:24]=[C:16]3[C:15]=2[N:25]=1)[CH3:9], predict the reactants needed to synthesize it. (2) Given the product [OH:31][CH2:32][C:33]1[CH2:34][C@@H:35]2[C@H:38]([CH:39]=1)[C:37](=[CH:40][C:41]([O:43][C:44]([CH3:47])([CH3:46])[CH3:45])=[O:42])[CH2:36]2, predict the reactants needed to synthesize it. The reactants are: [F-].C([N+](CCCC)(CCCC)CCCC)CCC.O1CCCC1.[Si]([O:31][CH2:32][C:33]1[CH2:34][C@@H:35]2[C@H:38]([CH:39]=1)[C:37](=[CH:40][C:41]([O:43][C:44]([CH3:47])([CH3:46])[CH3:45])=[O:42])[CH2:36]2)(C(C)(C)C)(C)C. (3) The reactants are: [NH:1]1[C:5]2=[N:6][CH:7]=[CH:8][CH:9]=[C:4]2[CH2:3][CH2:2]1.[Br:10]Br.S([O-])([O-])(=O)=S.[Na+].[Na+]. Given the product [Br:10][C:8]1[CH:9]=[C:4]2[CH2:3][CH2:2][NH:1][C:5]2=[N:6][CH:7]=1, predict the reactants needed to synthesize it. (4) Given the product [C:1]([O:5][C:6]([NH:8][C:9]1(/[CH:17]=[CH:18]/[C:19]2[CH:24]=[CH:23][C:22]([C:38]#[C:37][CH2:36][CH2:35][CH2:34][O:33][CH2:26][C:27]3[CH:32]=[CH:31][CH:30]=[CH:29][CH:28]=3)=[CH:21][CH:20]=2)[CH2:14][O:13][C:12]([CH3:16])([CH3:15])[O:11][CH2:10]1)=[O:7])([CH3:4])([CH3:3])[CH3:2], predict the reactants needed to synthesize it. The reactants are: [C:1]([O:5][C:6]([NH:8][C:9]1(/[CH:17]=[CH:18]/[C:19]2[CH:24]=[CH:23][C:22](Br)=[CH:21][CH:20]=2)[CH2:14][O:13][C:12]([CH3:16])([CH3:15])[O:11][CH2:10]1)=[O:7])([CH3:4])([CH3:3])[CH3:2].[CH2:26]([O:33][CH2:34][CH2:35][CH2:36][C:37]#[CH:38])[C:27]1[CH:32]=[CH:31][CH:30]=[CH:29][CH:28]=1.C(N(CC)C(C)C)(C)C. (5) Given the product [NH2:24][C:23]1[N:25]=[C:19]([NH2:20])[C:4]2[N:5]=[C:6]([C:9]3[CH:14]=[CH:13][C:12]([O:15][CH3:16])=[C:11]([O:17][CH3:18])[CH:10]=3)[CH:7]=[CH:8][C:3]=2[N:22]=1, predict the reactants needed to synthesize it. The reactants are: [Na].N[C:3]1[C:4]([C:19]#[N:20])=[N:5][C:6]([C:9]2[CH:14]=[CH:13][C:12]([O:15][CH3:16])=[C:11]([O:17][CH3:18])[CH:10]=2)=[CH:7][CH:8]=1.Cl.[NH2:22][C:23]([NH2:25])=[NH:24]. (6) The reactants are: [Cl:1][C:2]1[CH:7]=[CH:6][C:5]([C:8]#[C:9][C:10]([C:12]2[N:17]=[C:16]([C:18]([O:20][CH3:21])=[O:19])[CH:15]=[CH:14][CH:13]=2)=[O:11])=[CH:4][CH:3]=1.O1CCOCC1.CC1C=C(C)C=C(C)C=1S([O-])(=O)=O.[NH2:41][N+:42]1[CH:47]=[CH:46][CH:45]=[C:44]([O:48][CH3:49])[CH:43]=1.C(=O)([O-])[O-].[K+].[K+]. Given the product [Cl:1][C:2]1[CH:7]=[CH:6][C:5]([C:8]2[C:9]([C:10]([C:12]3[N:17]=[C:16]([C:18]([O:20][CH3:21])=[O:19])[CH:15]=[CH:14][CH:13]=3)=[O:11])=[C:47]3[CH:46]=[CH:45][C:44]([O:48][CH3:49])=[CH:43][N:42]3[N:41]=2)=[CH:4][CH:3]=1, predict the reactants needed to synthesize it. (7) Given the product [NH2:11][C:48]1[CH2:49][C:50]([C:66]([NH:3][CH2:1][CH3:2])=[O:68])=[CH:51][C:52]2[CH:58]=[CH:57][C:56]([C:59]([F:64])([F:65])[C:60]([F:61])([F:62])[F:63])=[CH:55][C:53]=2[N:54]=1, predict the reactants needed to synthesize it. The reactants are: [CH2:1]([N:3](CC)CC)[CH3:2].C1C[N:11]([P+](ON2N=NC3C=CC=CC2=3)(N2CCCC2)N2CCCC2)CC1.F[P-](F)(F)(F)(F)F.C(OC([C:48]1[CH2:49][C:50]([C:66]([OH:68])=O)=[CH:51][C:52]2[CH:58]=[CH:57][C:56]([C:59]([F:65])([F:64])[C:60]([F:63])([F:62])[F:61])=[CH:55][C:53]=2[N:54]=1)=O)(C)(C)C.Cl.C(N)C. (8) Given the product [NH2:1][C:2]1[N:10]=[C:9]2[C:5]([N:6]=[CH:7][N:8]2[C@H:11]2[C@H:16]3[C@H:17]([OH:18])[C@:13]([CH2:26][OH:27])([CH2:14][O:15]3)[O:12]2)=[C:4]([NH2:28])[N:3]=1, predict the reactants needed to synthesize it. The reactants are: [NH2:1][C:2]1[N:10]=[C:9]2[C:5]([N:6]=[CH:7][N:8]2[C@H:11]2[C@H:16]3[C@H:17]([O:18]CC4C=CC=CC=4)[C@:13]([CH2:26][OH:27])([CH2:14][O:15]3)[O:12]2)=[C:4]([N:28]=[N+]=[N-])[N:3]=1.